This data is from Catalyst prediction with 721,799 reactions and 888 catalyst types from USPTO. The task is: Predict which catalyst facilitates the given reaction. (1) Reactant: ClC1C=CC([CH:8]([N:10]2[C:19](=[O:20])[C:18]3[C:13](=[CH:14][CH:15]=[CH:16][CH:17]=3)[NH:12][C:11]2=[O:21])[CH3:9])=CC=1.[I-].[CH3:23][N:24]1[C:32]2[C:27](=[C:28]([CH3:33])[CH:29]=[CH:30][CH:31]=2)[C:26]([CH2:34][N+](C)(C)C)=[CH:25]1.[C:39]([O-:42])([O-])=O.[K+].[K+]. Product: [CH3:23][N:24]1[C:32]2[C:27](=[C:28]([CH3:33])[CH:29]=[CH:30][CH:31]=2)[C:26]([CH2:34][N:12]2[C:13]3[C:18](=[CH:17][CH:16]=[CH:15][CH:14]=3)[C:19](=[O:20])[N:10]([CH2:8][CH2:9][N:10]3[CH2:11][CH2:39][O:42][CH2:9][CH2:8]3)[C:11]2=[O:21])=[CH:25]1. The catalyst class is: 3. (2) Reactant: [CH2:1]([CH2:3][NH2:4])[OH:2].CS(O[CH2:10][CH2:11][C:12]1[CH:13]=[CH:14][CH:15]=[C:16]2[C:20]=1[NH:19][CH:18]=[CH:17]2)(=O)=O. Product: [OH:2][CH2:1][CH2:3][NH:4][CH2:10][CH2:11][C:12]1[CH:13]=[CH:14][CH:15]=[C:16]2[C:20]=1[NH:19][CH:18]=[CH:17]2. The catalyst class is: 162. (3) Reactant: [CH3:1][O:2][C:3]1[C:4]2[CH2:5][C:6]3[CH2:10][N:9]([C@@H:11]([CH2:15][CH:16]4[CH2:21][CH2:20][CH2:19][CH2:18][CH2:17]4)[C:12](O)=[O:13])[C:8](=[O:22])[C:7]=3[O:23][C:24]=2[CH:25]=[CH:26][CH:27]=1.[CH3:28]N1CCOCC1.F[P-](F)(F)(F)(F)F.N1(OC(N(C)C)=[N+](C)C)C2N=CC=CC=2N=N1.C([O:61][C@@H:62]([CH2:70][O:71][CH2:72][CH3:73])[CH2:63][N:64]1[CH:68]=[CH:67][C:66]([NH2:69])=[N:65]1)C. Product: [CH:16]1([CH2:15][C@H:11]([N:9]2[CH2:10][C:6]3[CH2:5][C:4]4[C:3]([O:2][CH3:1])=[CH:27][CH:26]=[CH:25][C:24]=4[O:23][C:7]=3[C:8]2=[O:22])[C:12]([NH:69][C:66]2[CH:67]=[CH:68][N:64]([CH2:63][C@@H:62]3[CH2:70][O:71][C:72]([CH3:73])([CH3:28])[O:61]3)[N:65]=2)=[O:13])[CH2:21][CH2:20][CH2:19][CH2:18][CH2:17]1. The catalyst class is: 30. (4) Reactant: [CH3:1][NH:2][C:3]1[CH:8]=[CH:7][C:6]([OH:9])=[CH:5][CH:4]=1.[CH3:10][C:11]([Si:14](Cl)([CH3:16])[CH3:15])([CH3:13])[CH3:12].N1C=CN=C1.O. Product: [Si:14]([O:9][C:6]1[CH:7]=[CH:8][C:3]([NH:2][CH3:1])=[CH:4][CH:5]=1)([C:11]([CH3:13])([CH3:12])[CH3:10])([CH3:16])[CH3:15]. The catalyst class is: 2. (5) Reactant: [CH3:1][O:2][C:3]1[CH:4]=[C:5]2[C:10](=[CH:11][C:12]=1[O:13][CH3:14])[N:9]=[CH:8][C:7]([C:15]#[N:16])=[C:6]2[CH3:17].[Li+].C[Si]([N-][Si](C)(C)C)(C)C.[N:28]1([C:33]([C:35]2[CH:36]=[C:37]([O:41][C@@H:42]3[CH2:47][CH2:46][CH2:45][N:44]([C:48]([O:50][C:51]([CH3:54])([CH3:53])[CH3:52])=[O:49])[CH2:43]3)[CH:38]=[N:39][CH:40]=2)=O)C=CN=C1. Product: [NH2:16][C:15]1[N:28]=[C:33]([C:35]2[CH:36]=[C:37]([O:41][C@@H:42]3[CH2:47][CH2:46][CH2:45][N:44]([C:48]([O:50][C:51]([CH3:54])([CH3:53])[CH3:52])=[O:49])[CH2:43]3)[CH:38]=[N:39][CH:40]=2)[CH:17]=[C:6]2[C:7]=1[CH:8]=[N:9][C:10]1[CH:11]=[C:12]([O:13][CH3:14])[C:3]([O:2][CH3:1])=[CH:4][C:5]2=1. The catalyst class is: 1. (6) Reactant: [C:1]([C:3]1[CH:8]=[CH:7][C:6]([N:9]2[CH:13]([CH:14]3[CH2:17][C:16]([F:19])([F:18])[CH2:15]3)[CH2:12][C:11]([C:20]3[CH:29]=[CH:28][C:23]([C:24]([O:26]C)=[O:25])=[C:22]([O:30][CH3:31])[N:21]=3)=[N:10]2)=[CH:5][C:4]=1[CH3:32])#[N:2].[OH-].[Na+].Cl. Product: [C:1]([C:3]1[CH:8]=[CH:7][C:6]([N:9]2[CH:13]([CH:14]3[CH2:17][C:16]([F:18])([F:19])[CH2:15]3)[CH2:12][C:11]([C:20]3[CH:29]=[CH:28][C:23]([C:24]([OH:26])=[O:25])=[C:22]([O:30][CH3:31])[N:21]=3)=[N:10]2)=[CH:5][C:4]=1[CH3:32])#[N:2]. The catalyst class is: 7. (7) Reactant: [C:1]([C:5]1[N:9]([CH2:10][CH:11]2[CH2:16][CH2:15][C:14]([F:18])([F:17])[CH2:13][CH2:12]2)[C:8]2[CH:19]=[CH:20][C:21]([C:23](O)=[O:24])=[CH:22][C:7]=2[N:6]=1)([CH3:4])([CH3:3])[CH3:2].CCN(C(C)C)C(C)C.CN(C(ON1N=NC2C=CC=NC1=2)=[N+](C)C)C.F[P-](F)(F)(F)(F)F.Cl.[OH:60][CH:61]1[CH2:64][NH:63][CH2:62]1. Product: [C:1]([C:5]1[N:9]([CH2:10][CH:11]2[CH2:16][CH2:15][C:14]([F:17])([F:18])[CH2:13][CH2:12]2)[C:8]2[CH:19]=[CH:20][C:21]([C:23]([N:63]3[CH2:64][CH:61]([OH:60])[CH2:62]3)=[O:24])=[CH:22][C:7]=2[N:6]=1)([CH3:4])([CH3:2])[CH3:3]. The catalyst class is: 3. (8) Reactant: [F:1][C:2]([F:10])([F:9])[CH:3]([OH:8])[C:4]([F:7])([F:6])[F:5].ClC(Cl)(O[C:15](=[O:21])OC(Cl)(Cl)Cl)Cl.C(N(CC)C(C)C)(C)C.[CH3:32][CH:33]1[CH2:38][NH:37][CH2:36][CH2:35][N:34]1[CH2:39][C:40]1[CH:45]=[CH:44][C:43]([C:46]2[CH:51]=[CH:50][CH:49]=[CH:48][CH:47]=2)=[CH:42][CH:41]=1. Product: [CH3:32][CH:33]1[N:34]([CH2:39][C:40]2[CH:45]=[CH:44][C:43]([C:46]3[CH:51]=[CH:50][CH:49]=[CH:48][CH:47]=3)=[CH:42][CH:41]=2)[CH2:35][CH2:36][N:37]([C:15]([O:8][CH:3]([C:4]([F:7])([F:6])[F:5])[C:2]([F:10])([F:9])[F:1])=[O:21])[CH2:38]1. The catalyst class is: 192.